Dataset: Drug-target binding data from BindingDB using Kd measurements. Task: Regression. Given a target protein amino acid sequence and a drug SMILES string, predict the binding affinity score between them. We predict pKd (pKd = -log10(Kd in M); higher means stronger binding). Dataset: bindingdb_kd. (1) The small molecule is C#Cc1cccc(Nc2ncnc3cc(OCCOC)c(OCCOC)cc23)c1. The target protein (P16591) has sequence MGFGSDLKNSHEAVLKLQDWELRLLETVKKFMALRIKSDKEYASTLQNLCNQVDKESTVQMNYVSNVSKSWLLMIQQTEQLSRIMKTHAEDLNSGPLHRLTMMIKDKQQVKKSYIGVHQQIEAEMIKVTKTELEKLKCSYRQLIKEMNSAKEKYKEALAKGKETEKAKERYDKATMKLHMLHNQYVLALKGAQLHQNQYYDITLPLLLDSLQKMQEEMIKALKGIFDEYSQITSLVTEEIVNVHKEIQMSVEQIDPSTEYNNFIDVHRTTAAKEQEIEFDTSLLEENENLQANEIMWNNLTAESLQVMLKTLAEELMQTQQMLLNKEEAVLELEKRIEESSETCEKKSDIVLLLSQKQALEELKQSVQQLRCTEAKFSAQKELLEQKVQENDGKEPPPVVNYEEDARSVTSMERKERLSKFESIRHSIAGIIRSPKSALGSSALSDMISISEKPLAEQDWYHGAIPRIEAQELLKKQGDFLVRESHGKPGEYVLSVYSDG.... The pKd is 5.0. (2) The small molecule is COc1cc2c(Oc3ccc4[nH]c(C)cc4c3F)ncnc2cc1OCCCN1CCCC1. The target is PFCDPK1(Pfalciparum). The pKd is 5.0. (3) The drug is CN1C(=O)C(c2c[nH]c3cc(Cl)ccc23)=C(Cc2ccc(Cl)cc2)C1(O)Cc1ccc(Cl)cc1. The target protein sequence is MCNTNMSVPTDGAVTTSQIPASEQETLVRPKPLLLKLLKSVGAQKDTYTMKEVLFYLGQYIMTKRLYDEKQQHIVYCSNDLLGDLFGVPSFSVKEHRKIYTMIYRNLVVVNQQESSDS. The pKd is 4.2. (4) The drug is CSCC[C@H](NC(=O)[C@H](Cc1ccc(O)cc1)NC(=O)[C@H](CC(C)C)NC(=O)[C@H](CC(N)=O)NC(=O)[C@@H](NC(=O)CCNC(=S)Nc1ccc(-c2c3ccc(=O)cc-3oc3cc(O)ccc23)c(C(=O)O)c1)[C@@H](C)O)C(=O)N[C@@H](CC(C)C)C(=O)O. The target protein (P21645) has sequence MPSIRLADLAQQLDAELHGDGDIVITGVASMQSAQTGHITFMVNPKYREHLGLCQASAVVMTQDDLPFAKSAALVVKNPYLTYARMAQILDTTPQPAQNIAPSAVIDATAKLGNNVSIGANAVIESGVELGDNVIIGAGCFVGKNSKIGAGSRLWANVTIYHEIQIGQNCLIQSGTVVGADGFGYANDRGNWVKIPQIGRVIIGDRVEIGACTTIDRGALDDTIIGNGVIIDNQCQIAHNVVIGDNTAVAGGVIMAGSLKIGRYCMIGGASVINGHMEICDKVTVTGMGMVMRPITEPGVYSSGIPLQPNKVWRKTAALVMNIDDMSKRLKSLERKVNQQD. The pKd is 4.4. (5) The compound is Cc1cnc(Nc2ccc(OCCN3CCCC3)cc2)nc1Nc1cccc(S(=O)(=O)NC(C)(C)C)c1. The target protein (Q9P2K8) has sequence MAGGRGAPGRGRDEPPESYPQRQDHELQALEAIYGADFQDLRPDACGPVKEPPEINLVLYPQGLTGEEVYVKVDLRVKCPPTYPDVVPEIELKNAKGLSNESVNLLKSRLEELAKKHCGEVMIFELAYHVQSFLSEHNKPPPKSFHEEMLERRAQEEQQRLLEAKRKEEQEQREILHEIQRRKEEIKEEKKRKEMAKQERLEIASLSNQDHTSKKDPGGHRTAAILHGGSPDFVGNGKHRANSSGRSRRERQYSVCNSEDSPGSCEILYFNMGSPDQLMVHKGKCIGSDEQLGKLVYNALETATGGFVLLYEWVLQWQKKMGPFLTSQEKEKIDKCKKQIQGTETEFNSLVKLSHPNVVRYLAMNLKEQDDSIVVDILVEHISGVSLAAHLSHSGPIPVHQLRRYTAQLLSGLDYLHSNSVVHKVLSASNVLVDAEGTVKITDYSISKRLADICKEDVFEQTRVRFSDNALPYKTGKKGDVWRLGLLLLSLSQGQECGEY.... The pKd is 7.0. (6) The compound is O=S1(=O)C=CC(OS(=O)(=O)c2ccccc2)C1. The target protein sequence is MAAAAAAGPEMVRGQVFDVGPRYTNLSYIGEGAYGMVCSAYDNLNKVRVAIKKISPFEHQTYCQRTLREIKILLRFRHENIIGINDIIRAPTIEQMKDVYIVQDLMETDLYKLLKTQHLSNDHICYFLYQILRGLKYIHSANVLHRDLKPSNLLLNTTCDLKICDFGLARVADPDHDHTGFLTEYVATRWYRAPEIMANSKGYTKSIDIWSVGCILAEMLSNRPIFPGKHYADQLNHILGILGSPSQEDLNCIINLKARNYLLSLPHKNKVPWNRLFPNADSKALDLLDKMLTFNPHKRIEVEQALAHPYLEQYYDPSDEPIAEAPFKFDMELDDLPKEKLKELIFEETARFQPGYRS. The pKd is 6.8. (7) The small molecule is Cc1[nH]c(/C=C2\C(=O)Nc3ccc(F)cc32)c(C)c1C(=O)NC[C@H](O)CN1CCOCC1. The target protein sequence is MRHSKRTYCPDWDDKDWDYGKWRSSSSHKRRKRSHSSAQENKRCKYNHSKMCDSHYLESRSINEKDYHSRRYIDEYRNDYTQGCEPGHRQRDHESRYQNHSSKSSGRSGRSSYKSKHRIHHSTSHRRSHGKSHRRKRTRSVEDDEEGHLICQSGDVLSARYEIVDTLGEGAFGKVVECIDHKAGGRHVAVKIVKNVDRYCEAARSEIQVLEHLNTTDPNSTFRCVQMLEWFEHHGHICIVFELLGLSTYDFIKENGFLPFRLDHIRKMAYQICKSVNFLHSNKLTHTDLKPENILFVQSDYTEAYNPKIKRDERTLINPDIKVVDFGSATYDDEHHSTLVSTRHYRAPEVILALGWSQPCDVWSIGCILIEYYLGFTVFPTHDSKEHLAMMERILGPLPKHMIQKTRKRKYFHHDRLDWDEHSSAGRYVSRACKPLKEFMLSQDVEHERLFDLIQKMLEYDPAKRITLREALKHPFFDLLKKSI. The pKd is 6.4. (8) The small molecule is C[C@]12CC[C@H](O)C[C@H]1CC[C@@H]1[C@@H]2C[C@@H](O)[C@]2(C)[C@@H](C3=CC(=O)OC3)CC[C@]12O. The pKd is 6.3. The target protein (Q9HYR3) has sequence MNAKEILVHSLRLLENGDARGWCDLFHPEGVLEFPYAPPGWKTRFEGRETIWAHMRLFPEHLTVRFTDVQFYETADPDLAIGEFHGDGVATVSGGKLAQDYISVLRTRDGQILLYRDFWNPLRHLEALGGVEAAAKIVQGA. (9) The compound is N#CC[C@H](C1CCCC1)n1cc(-c2ncnc3[nH]ccc23)cn1. The target is PFCDPK1(Pfalciparum). The pKd is 5.0.